This data is from Forward reaction prediction with 1.9M reactions from USPTO patents (1976-2016). The task is: Predict the product of the given reaction. Given the reactants [CH3:1][C:2]1([CH3:18])[N:6]([C:7]([O:9][C:10]([CH3:13])([CH3:12])[CH3:11])=[O:8])[CH:5]([C:14](OC)=[O:15])[CH2:4][O:3]1.[H-].C([Al+]CC(C)C)C(C)C.CO.C(C(C(C([O-])=O)O)O)([O-])=O.[Na+].[K+], predict the reaction product. The product is: [CH:14]([CH:5]1[CH2:4][O:3][C:2]([CH3:18])([CH3:1])[N:6]1[C:7]([O:9][C:10]([CH3:13])([CH3:12])[CH3:11])=[O:8])=[O:15].